From a dataset of NCI-60 drug combinations with 297,098 pairs across 59 cell lines. Regression. Given two drug SMILES strings and cell line genomic features, predict the synergy score measuring deviation from expected non-interaction effect. (1) Drug 1: C1=C(C(=O)NC(=O)N1)N(CCCl)CCCl. Drug 2: CC1=C2C(C(=O)C3(C(CC4C(C3C(C(C2(C)C)(CC1OC(=O)C(C(C5=CC=CC=C5)NC(=O)C6=CC=CC=C6)O)O)OC(=O)C7=CC=CC=C7)(CO4)OC(=O)C)O)C)OC(=O)C. Cell line: CCRF-CEM. Synergy scores: CSS=73.4, Synergy_ZIP=2.08, Synergy_Bliss=0.981, Synergy_Loewe=-1.90, Synergy_HSA=3.68. (2) Cell line: NCI-H522. Synergy scores: CSS=0.897, Synergy_ZIP=-6.09, Synergy_Bliss=-8.43, Synergy_Loewe=-14.5, Synergy_HSA=-8.87. Drug 1: CN(C)N=NC1=C(NC=N1)C(=O)N. Drug 2: C1=NC2=C(N=C(N=C2N1C3C(C(C(O3)CO)O)O)F)N. (3) Drug 1: CC1C(C(CC(O1)OC2CC(OC(C2O)C)OC3=CC4=CC5=C(C(=O)C(C(C5)C(C(=O)C(C(C)O)O)OC)OC6CC(C(C(O6)C)O)OC7CC(C(C(O7)C)O)OC8CC(C(C(O8)C)O)(C)O)C(=C4C(=C3C)O)O)O)O. Drug 2: CN(C(=O)NC(C=O)C(C(C(CO)O)O)O)N=O. Cell line: DU-145. Synergy scores: CSS=49.8, Synergy_ZIP=-1.28, Synergy_Bliss=-2.95, Synergy_Loewe=-68.6, Synergy_HSA=-3.28. (4) Drug 1: CC(CN1CC(=O)NC(=O)C1)N2CC(=O)NC(=O)C2. Drug 2: CC12CCC3C(C1CCC2OP(=O)(O)O)CCC4=C3C=CC(=C4)OC(=O)N(CCCl)CCCl.[Na+]. Cell line: NCIH23. Synergy scores: CSS=12.6, Synergy_ZIP=-5.31, Synergy_Bliss=-2.16, Synergy_Loewe=-11.9, Synergy_HSA=-1.64. (5) Drug 1: C1=C(C(=O)NC(=O)N1)N(CCCl)CCCl. Drug 2: CN1C2=C(C=C(C=C2)N(CCCl)CCCl)N=C1CCCC(=O)O.Cl. Cell line: MCF7. Synergy scores: CSS=22.1, Synergy_ZIP=-8.15, Synergy_Bliss=-4.19, Synergy_Loewe=-6.84, Synergy_HSA=-1.39. (6) Drug 1: CC1=C(C(CCC1)(C)C)C=CC(=CC=CC(=CC(=O)O)C)C. Drug 2: CN(CCCl)CCCl.Cl. Cell line: OVCAR-5. Synergy scores: CSS=11.8, Synergy_ZIP=-4.62, Synergy_Bliss=-4.10, Synergy_Loewe=-9.33, Synergy_HSA=-5.10. (7) Drug 1: CN1C(=O)N2C=NC(=C2N=N1)C(=O)N. Drug 2: CCC1(C2=C(COC1=O)C(=O)N3CC4=CC5=C(C=CC(=C5CN(C)C)O)N=C4C3=C2)O.Cl. Cell line: A549. Synergy scores: CSS=13.5, Synergy_ZIP=-0.968, Synergy_Bliss=1.53, Synergy_Loewe=-28.5, Synergy_HSA=2.46.